From a dataset of Catalyst prediction with 721,799 reactions and 888 catalyst types from USPTO. Predict which catalyst facilitates the given reaction. (1) Reactant: [Br:1][C:2]1[CH:7]=[CH:6][N:5]=[C:4]2[N:8]([CH3:24])[CH:9]=[C:10]([C:11]3[CH:19]=[C:18]4[C:14]([CH2:15][CH2:16][N:17]4[CH2:20][CH2:21][OH:22])=[CH:13][C:12]=3[F:23])[C:3]=12.[OH-].[K+].[CH3:27]I. Product: [Br:1][C:2]1[CH:7]=[CH:6][N:5]=[C:4]2[N:8]([CH3:24])[CH:9]=[C:10]([C:11]3[CH:19]=[C:18]4[C:14]([CH2:15][CH2:16][N:17]4[CH2:20][CH2:21][O:22][CH3:27])=[CH:13][C:12]=3[F:23])[C:3]=12. The catalyst class is: 16. (2) Reactant: [C:1]([C:3]1[CH:4]=[C:5]([S:9]([NH:12][CH2:13][CH:14]([C:35]2[CH:40]=[CH:39][CH:38]=[CH:37][CH:36]=2)[CH2:15][CH2:16][N:17]2[C@H:22]3[CH2:23][CH2:24][C@@H:18]2[CH2:19][CH:20]([N:25]2[C:29]4[CH:30]=[CH:31][CH:32]=[CH:33][C:28]=4[N:27]=[C:26]2[CH3:34])[CH2:21]3)(=[O:11])=[O:10])[CH:6]=[CH:7][CH:8]=1)#[N:2].OO.NC(N)=[O:45].C([O-])([O-])=O.[K+].[K+]. Product: [CH3:34][C:26]1[N:25]([CH:20]2[CH2:19][C@H:18]3[N:17]([CH2:16][CH2:15][CH:14]([C:35]4[CH:36]=[CH:37][CH:38]=[CH:39][CH:40]=4)[CH2:13][NH:12][S:9]([C:5]4[CH:4]=[C:3]([CH:8]=[CH:7][CH:6]=4)[C:1]([NH2:2])=[O:45])(=[O:10])=[O:11])[C@H:22]([CH2:23][CH2:24]3)[CH2:21]2)[C:29]2[CH:30]=[CH:31][CH:32]=[CH:33][C:28]=2[N:27]=1. The catalyst class is: 95. (3) Reactant: C(O[K])(C)(C)C.C(OC(=O)[CH2:11][N:12]1[CH2:17][CH2:16][CH:15]([C:18]([O:20]C)=O)[CH2:14][CH:13]1[CH2:22][CH2:23][C:24]1[CH:29]=[CH:28][CH:27]=[CH:26][CH:25]=1)C.Cl. Product: [C:24]1([CH2:23][CH2:22][CH:13]2[N:12]3[CH2:17][CH2:16][CH:15]([C:18](=[O:20])[CH2:11]3)[CH2:14]2)[CH:25]=[CH:26][CH:27]=[CH:28][CH:29]=1. The catalyst class is: 11. (4) Reactant: COCCO[Si](OCCOC)(OCCOC)C=C.C(NC(C)C)(C)C.[Li+].CC([N-]C(C)C)C.[F:34][C:35]1[CH:49]=[CH:48][C:38]([CH2:39][C:40]2[CH:44]=[CH:43][O:42][C:41]=2[C:45]([OH:47])=[O:46])=[CH:37][CH:36]=1.[C:50]([O:54][C:55](=O)[O:56]C(C)(C)C)([CH3:53])([CH3:52])[CH3:51]. Product: [C:50]([O:54][C:55]([C:43]1[O:42][C:41]([C:45]([OH:47])=[O:46])=[C:40]([CH2:39][C:38]2[CH:48]=[CH:49][C:35]([F:34])=[CH:36][CH:37]=2)[CH:44]=1)=[O:56])([CH3:53])([CH3:52])[CH3:51]. The catalyst class is: 132. (5) Reactant: [Cl:1][C:2]1[CH:10]=[CH:9][CH:8]=[C:7]2[C:3]=1[C:4]([C:16]([OH:18])=O)=[CH:5][N:6]2[CH2:11][CH2:12][CH:13]([F:15])[F:14].[NH2:19][CH2:20][C@:21]1([OH:28])[CH2:26][CH2:25][CH2:24][C@H:23]([CH3:27])[CH2:22]1.CCN(CC)CC.C1C=CC2N(O)N=NC=2C=1.C(Cl)CCl. Product: [OH:28][C@@:21]1([CH2:20][NH:19][C:16]([C:4]2[C:3]3[C:7](=[CH:8][CH:9]=[CH:10][C:2]=3[Cl:1])[N:6]([CH2:11][CH2:12][CH:13]([F:14])[F:15])[CH:5]=2)=[O:18])[CH2:26][CH2:25][CH2:24][C@H:23]([CH3:27])[CH2:22]1. The catalyst class is: 1. (6) Reactant: [F:1][C:2]1[CH:7]=[CH:6][C:5]([C@H:8]2[CH2:12][N:11]([S:13]([C:16]3[N:17]=[CH:18][N:19]([CH3:21])[CH:20]=3)(=[O:15])=[O:14])[CH2:10][C@@H:9]2[NH2:22])=[CH:4][CH:3]=1.Cl[C:24]1[CH:29]=[C:28]([Cl:30])[C:27]([Cl:31])=[CH:26][N:25]=1.CC(C)([O-])C.[Na+]. Product: [Cl:30][C:28]1[C:27]([Cl:31])=[CH:26][N:25]=[C:24]([NH:22][C@@H:9]2[C@@H:8]([C:5]3[CH:6]=[CH:7][C:2]([F:1])=[CH:3][CH:4]=3)[CH2:12][N:11]([S:13]([C:16]3[N:17]=[CH:18][N:19]([CH3:21])[CH:20]=3)(=[O:15])=[O:14])[CH2:10]2)[CH:29]=1. The catalyst class is: 16. (7) Reactant: [CH:1](=O)[C:2]1[CH:7]=[CH:6][N:5]=[CH:4][CH:3]=1.C1(P(=[CH:28][C:29]([O:31][CH2:32][CH3:33])=[O:30])(C2C=CC=CC=2)C2C=CC=CC=2)C=CC=CC=1. Product: [N:5]1[CH:6]=[CH:7][C:2](/[CH:1]=[CH:28]/[C:29]([O:31][CH2:32][CH3:33])=[O:30])=[CH:3][CH:4]=1. The catalyst class is: 2.